Dataset: Full USPTO retrosynthesis dataset with 1.9M reactions from patents (1976-2016). Task: Predict the reactants needed to synthesize the given product. (1) Given the product [OH:1][C@H:2]([C:22]1[CH:27]=[CH:26][CH:25]=[CH:24][CH:23]=1)[C@@H:3]([CH2:18][CH2:19][C:20]#[CH:21])[C:4]([OH:5])=[O:28], predict the reactants needed to synthesize it. The reactants are: [OH:1][C@H:2]([C:22]1[CH:27]=[CH:26][CH:25]=[CH:24][CH:23]=1)[C@@H:3]([CH2:18][CH2:19][C:20]#[CH:21])[C:4](N1[C@@H](C2C=CC=CC=2)COC1=O)=[O:5].[O:28]1CCCC1.OO.[OH-].[Li+]. (2) Given the product [C:1]([SiH2:5][O:6][C:7]([CH3:17])([CH3:16])[C:8]1[O:12][C:11]([CH2:13][O:14][C:25]([C:26]2[CH:31]=[CH:30][CH:29]=[CH:28][CH:27]=2)([C:38]2[CH:39]=[CH:40][CH:41]=[CH:42][CH:43]=2)[C:32]2[CH:33]=[CH:34][CH:35]=[CH:36][CH:37]=2)=[N:10][C:9]=1[CH3:15])([CH3:4])([CH3:3])[CH3:2], predict the reactants needed to synthesize it. The reactants are: [C:1]([SiH2:5][O:6][C:7]([CH3:17])([CH3:16])[C:8]1[O:12][C:11]([CH2:13][OH:14])=[N:10][C:9]=1[CH3:15])([CH3:4])([CH3:3])[CH3:2].C(N(CC)CC)C.[C:25](Cl)([C:38]1[CH:43]=[CH:42][CH:41]=[CH:40][CH:39]=1)([C:32]1[CH:37]=[CH:36][CH:35]=[CH:34][CH:33]=1)[C:26]1[CH:31]=[CH:30][CH:29]=[CH:28][CH:27]=1.O. (3) Given the product [NH2:16][CH:7]([CH2:8][CH:9]1[CH2:15][CH2:14][CH2:13][CH2:12][CH2:11][CH2:10]1)[C:6]([OH:30])=[O:5], predict the reactants needed to synthesize it. The reactants are: C([O:5][C:6](=[O:30])[CH:7]([N:16]=C(C1C=CC=CC=1)C1C=CC=CC=1)[CH2:8][CH:9]1[CH2:15][CH2:14][CH2:13][CH2:12][CH2:11][CH2:10]1)(C)(C)C.Cl. (4) Given the product [CH2:1]([N:8]([CH2:19][C:20]1[CH:25]=[CH:24][C:23]([CH2:26][OH:27])=[CH:22][CH:21]=1)[C:9]1[CH:14]=[CH:13][CH:12]=[C:11]([N+:15]([O-:17])=[O:16])[C:10]=1[CH3:18])[C:2]1[CH:7]=[CH:6][CH:5]=[CH:4][CH:3]=1, predict the reactants needed to synthesize it. The reactants are: [CH2:1]([N:8]([CH2:19][C:20]1[CH:25]=[CH:24][C:23]([C:26](OC)=[O:27])=[CH:22][CH:21]=1)[C:9]1[CH:14]=[CH:13][CH:12]=[C:11]([N+:15]([O-:17])=[O:16])[C:10]=1[CH3:18])[C:2]1[CH:7]=[CH:6][CH:5]=[CH:4][CH:3]=1.[H-].C([Al+]CC(C)C)C(C)C.